From a dataset of Forward reaction prediction with 1.9M reactions from USPTO patents (1976-2016). Predict the product of the given reaction. (1) Given the reactants [Br:1][C:2]1[CH:3]=[C:4]([N:8]2[CH:19]([CH2:20]I)[CH2:18][C:17]3[C:22]4[C:9]2=[N:10][CH:11]=[N:12][C:13]=4[CH:14]=[C:15]([O:25][CH3:26])[C:16]=3[O:23][CH3:24])[CH:5]=[CH:6][CH:7]=1.C1CCN2C(=NCCC2)CC1, predict the reaction product. The product is: [Br:1][C:2]1[CH:3]=[C:4]([N:8]2[C:19]([CH3:20])=[CH:18][C:17]3[C:22]4[C:9]2=[N:10][CH:11]=[N:12][C:13]=4[CH:14]=[C:15]([O:25][CH3:26])[C:16]=3[O:23][CH3:24])[CH:5]=[CH:6][CH:7]=1. (2) Given the reactants [CH2:1]([NH:3][C:4]1[CH:9]=[CH:8][CH:7]=[CH:6][CH:5]=1)[CH3:2].C(=O)([O-])O.[Na+].[Cl:15][C:16]1[CH:21]=[CH:20][C:19]([S:22](Cl)(=[O:24])=[O:23])=[CH:18][C:17]=1[N+:26]([O-:28])=[O:27], predict the reaction product. The product is: [Cl:15][C:16]1[CH:21]=[CH:20][C:19]([S:22]([N:3]([CH2:1][CH3:2])[C:4]2[CH:9]=[CH:8][CH:7]=[CH:6][CH:5]=2)(=[O:24])=[O:23])=[CH:18][C:17]=1[N+:26]([O-:28])=[O:27]. (3) Given the reactants [CH3:1][C:2]1[N:3]=[CH:4][O:5][C:6]=1[C:7]1[CH:12]=[CH:11][CH:10]=[C:9]([N+:13]([O-])=O)[CH:8]=1, predict the reaction product. The product is: [CH3:1][C:2]1[N:3]=[CH:4][O:5][C:6]=1[C:7]1[CH:8]=[C:9]([CH:10]=[CH:11][CH:12]=1)[NH2:13]. (4) Given the reactants [CH2:1]([O:3][C:4]([N:6]1[CH2:11][CH2:10][N:9]([C:12](=[O:58])[C@@H:13]([NH:23][C:24]([C:26]2[CH:30]=[C:29]([O:31][CH2:32][C:33]([N:35]3[CH2:39][CH2:38][CH2:37][C@H:36]3[C:40]([O:42]CC3C=CC=CC=3)=[O:41])=[O:34])[N:28]([C:50]3[CH:55]=[CH:54][C:53]([F:56])=[C:52]([F:57])[CH:51]=3)[N:27]=2)=[O:25])[CH2:14][CH2:15][C:16]([O:18][C:19]([CH3:22])([CH3:21])[CH3:20])=[O:17])[CH2:8][CH2:7]1)=[O:5])[CH3:2], predict the reaction product. The product is: [CH2:1]([O:3][C:4]([N:6]1[CH2:11][CH2:10][N:9]([C:12](=[O:58])[C@@H:13]([NH:23][C:24]([C:26]2[CH:30]=[C:29]([O:31][CH2:32][C:33]([N:35]3[CH2:39][CH2:38][CH2:37][C@H:36]3[C:40]([OH:42])=[O:41])=[O:34])[N:28]([C:50]3[CH:55]=[CH:54][C:53]([F:56])=[C:52]([F:57])[CH:51]=3)[N:27]=2)=[O:25])[CH2:14][CH2:15][C:16]([O:18][C:19]([CH3:22])([CH3:21])[CH3:20])=[O:17])[CH2:8][CH2:7]1)=[O:5])[CH3:2]. (5) Given the reactants [C:1]([O:5][C:6]([N:8]1[CH2:12][C@@H:11]([CH2:13][C@H:14]([CH2:18][C:19]2[CH:24]=[CH:23][C:22]([O:25][CH3:26])=[C:21]([O:27][CH2:28][CH2:29][CH2:30][O:31][CH3:32])[CH:20]=2)[CH:15]([CH3:17])[CH3:16])[C@H:10]([CH2:33][NH:34][CH:35]2[CH2:37][CH2:36]2)[CH2:9]1)=[O:7])([CH3:4])([CH3:3])[CH3:2].[C:38]1([CH2:44][C:45](O)=[O:46])[CH:43]=[CH:42][CH:41]=[CH:40][CH:39]=1.O.ON1C2C=CC=CC=2N=N1.Cl.CN(C)CCCN=C=NCC.C(N(CC)CC)C, predict the reaction product. The product is: [C:1]([O:5][C:6]([N:8]1[CH2:12][C@@H:11]([CH2:13][C@H:14]([CH2:18][C:19]2[CH:24]=[CH:23][C:22]([O:25][CH3:26])=[C:21]([O:27][CH2:28][CH2:29][CH2:30][O:31][CH3:32])[CH:20]=2)[CH:15]([CH3:16])[CH3:17])[C@H:10]([CH2:33][N:34]([CH:35]2[CH2:36][CH2:37]2)[C:45](=[O:46])[CH2:44][C:38]2[CH:43]=[CH:42][CH:41]=[CH:40][CH:39]=2)[CH2:9]1)=[O:7])([CH3:3])([CH3:4])[CH3:2]. (6) Given the reactants [CH2:1]([O:8][C:9]1[CH:14]=[C:13]([CH2:15][CH3:16])[CH:12]=[CH:11][C:10]=1[OH:17])[C:2]1[CH:7]=[CH:6][CH:5]=[CH:4][CH:3]=1.FC1C([N+]([O-])=O)=NC=CC=1.[F:28][C:29]1[CH:30]=[C:31]([C:36](=[O:38])[CH3:37])[CH:32]=[CH:33][C:34]=1F, predict the reaction product. The product is: [CH2:1]([O:8][C:9]1[CH:14]=[C:13]([CH2:15][CH3:16])[CH:12]=[CH:11][C:10]=1[O:17][C:34]1[CH:33]=[CH:32][C:31]([C:36](=[O:38])[CH3:37])=[CH:30][C:29]=1[F:28])[C:2]1[CH:7]=[CH:6][CH:5]=[CH:4][CH:3]=1. (7) Given the reactants C[O:2][C:3](=[O:34])[CH2:4][C:5]1[CH:10]=[CH:9][C:8]([O:11][CH3:12])=[C:7]([CH2:13][N:14]2[CH2:19][CH2:18][C:17](=[O:20])[CH:16]([CH:21]([C:28]3[CH:33]=[CH:32][CH:31]=[CH:30][CH:29]=3)[C:22]3[CH:27]=[CH:26][CH:25]=[CH:24][CH:23]=3)[CH2:15]2)[CH:6]=1.[OH-].[Na+], predict the reaction product. The product is: [CH:21]([CH:16]1[C:17](=[O:20])[CH2:18][CH2:19][N:14]([CH2:13][C:7]2[CH:6]=[C:5]([CH2:4][C:3]([OH:34])=[O:2])[CH:10]=[CH:9][C:8]=2[O:11][CH3:12])[CH2:15]1)([C:28]1[CH:29]=[CH:30][CH:31]=[CH:32][CH:33]=1)[C:22]1[CH:23]=[CH:24][CH:25]=[CH:26][CH:27]=1. (8) Given the reactants C(O[C:6]([N:8]1[CH2:13][CH2:12][N:11]([C:14]2C(=O)N(CC(C)C)N=C(C3C=CC(C)=C(F)C=3)C=2C)[CH2:10][CH2:9]1)=O)(C)(C)C.[Cl:34][C:35]1[CH:36]=[C:37]([C:43]2[C:44](C)=[C:45](OS(C)(=O)=O)[C:46](=[O:53])[N:47]([CH2:49][CH:50]([CH3:52])[CH3:51])[N:48]=2)[CH:38]=[CH:39][C:40]=1[O:41][CH3:42].CN1CCNCC1, predict the reaction product. The product is: [Cl:34][C:35]1[CH:36]=[C:37]([C:43]2[CH:44]=[C:45]([CH2:6][N:8]3[CH2:13][CH2:12][N:11]([CH3:14])[CH2:10][CH2:9]3)[C:46](=[O:53])[N:47]([CH2:49][CH:50]([CH3:51])[CH3:52])[N:48]=2)[CH:38]=[CH:39][C:40]=1[O:41][CH3:42].